This data is from Forward reaction prediction with 1.9M reactions from USPTO patents (1976-2016). The task is: Predict the product of the given reaction. (1) Given the reactants [CH2:1]([N:8]([CH2:16][C@@H:17](O)[CH3:18])[C:9](=[O:15])[O:10][C:11]([CH3:14])([CH3:13])[CH3:12])[C:2]1[CH:7]=[CH:6][CH:5]=[CH:4][CH:3]=1.[C:20]1(=[O:30])[NH:24][C:23](=[O:25])[C:22]2=[CH:26][CH:27]=[CH:28][CH:29]=[C:21]12.C1(P(C2C=CC=CC=2)C2C=CC=CC=2)C=CC=CC=1.N(C(OC(C)C)=O)=NC(OC(C)C)=O, predict the reaction product. The product is: [CH2:1]([N:8]([CH2:16][C@H:17]([N:24]1[C:20](=[O:30])[C:21]2[C:22](=[CH:26][CH:27]=[CH:28][CH:29]=2)[C:23]1=[O:25])[CH3:18])[C:9](=[O:15])[O:10][C:11]([CH3:14])([CH3:13])[CH3:12])[C:2]1[CH:7]=[CH:6][CH:5]=[CH:4][CH:3]=1. (2) Given the reactants Br[C:2]1[N:7]=[C:6]([C:8]([O:10][CH3:11])=[O:9])[CH:5]=[CH:4][CH:3]=1.[F:12][C:13]1[CH:14]=[C:15]([C:29]2([OH:35])[CH2:34][CH2:33][O:32][CH2:31][CH2:30]2)[CH:16]=[C:17]([F:28])[C:18]=1B1OC(C)(C)C(C)(C)O1, predict the reaction product. The product is: [F:28][C:17]1[CH:16]=[C:15]([C:29]2([OH:35])[CH2:30][CH2:31][O:32][CH2:33][CH2:34]2)[CH:14]=[C:13]([F:12])[C:18]=1[C:2]1[N:7]=[C:6]([C:8]([O:10][CH3:11])=[O:9])[CH:5]=[CH:4][CH:3]=1. (3) Given the reactants S(=O)(=O)(O)O.[CH3:6][C:7]1[CH:15]=[C:14]([N+:16]([O-:18])=[O:17])[CH:13]=[CH:12][C:8]=1[C:9]([OH:11])=[O:10].[N+:19]([O-])([OH:21])=[O:20], predict the reaction product. The product is: [CH3:6][C:7]1[CH:15]=[C:14]([N+:16]([O-:18])=[O:17])[C:13]([N+:19]([O-:21])=[O:20])=[CH:12][C:8]=1[C:9]([OH:11])=[O:10]. (4) The product is: [Br:6][C:7]1[CH:11]=[C:10]([C:12]2[O:14][C:31](=[O:32])[C:30]3[CH:34]=[C:35]([Cl:39])[CH:36]=[C:37]([CH3:38])[C:29]=3[N:28]=2)[N:9]([C:15]2[C:20]([Cl:21])=[CH:19][CH:18]=[CH:17][N:16]=2)[N:8]=1. Given the reactants CS(Cl)(=O)=O.[Br:6][C:7]1[CH:11]=[C:10]([C:12]([OH:14])=O)[N:9]([C:15]2[C:20]([Cl:21])=[CH:19][CH:18]=[CH:17][N:16]=2)[N:8]=1.N1C=CC=CC=1.[NH2:28][C:29]1[C:37]([CH3:38])=[CH:36][C:35]([Cl:39])=[CH:34][C:30]=1[C:31](O)=[O:32], predict the reaction product. (5) Given the reactants Br[C:2]1[C:3]([N:21]([CH3:26])[S:22]([CH3:25])(=[O:24])=[O:23])=[CH:4][C:5]2[O:9][C:8]([C:10]3[C:14]([CH3:15])=[CH:13][O:12][N:11]=3)=[C:7]([C:16]([NH:18][CH3:19])=[O:17])[C:6]=2[CH:20]=1.[B:27]1([B:27]2[O:31][C:30]([CH3:33])([CH3:32])[C:29]([CH3:35])([CH3:34])[O:28]2)[O:31][C:30]([CH3:33])([CH3:32])[C:29]([CH3:35])([CH3:34])[O:28]1.CC([O-])=O.[K+], predict the reaction product. The product is: [CH3:19][NH:18][C:16]([C:7]1[C:6]2[CH:20]=[C:2]([B:27]3[O:31][C:30]([CH3:33])([CH3:32])[C:29]([CH3:35])([CH3:34])[O:28]3)[C:3]([N:21]([CH3:26])[S:22]([CH3:25])(=[O:24])=[O:23])=[CH:4][C:5]=2[O:9][C:8]=1[C:10]1[C:14]([CH3:15])=[CH:13][O:12][N:11]=1)=[O:17]. (6) Given the reactants [CH3:1][C:2]1[CH:6]=[CH:5][S:4][C:3]=1[C:7]([OH:9])=O.S(Cl)(Cl)=O.[NH2:14][C:15]1[CH:20]=[CH:19][C:18]([N:21]2[C:27](=[O:28])[CH2:26][C:25](=[O:29])[NH:24][C:23]3[C:30]4[C:35]([CH:36]=[CH:37][C:22]2=3)=[CH:34][CH:33]=[CH:32][CH:31]=4)=[CH:17][CH:16]=1, predict the reaction product. The product is: [CH3:1][C:2]1[CH:6]=[CH:5][S:4][C:3]=1[C:7]([NH:14][C:15]1[CH:20]=[CH:19][C:18]([N:21]2[C:27](=[O:28])[CH2:26][C:25](=[O:29])[NH:24][C:23]3[C:30]4[C:35]([CH:36]=[CH:37][C:22]2=3)=[CH:34][CH:33]=[CH:32][CH:31]=4)=[CH:17][CH:16]=1)=[O:9].